From a dataset of Reaction yield outcomes from USPTO patents with 853,638 reactions. Predict the reaction yield, written as a fraction of the theoretical maximum amount of product (1.0 means a 100% yield; for example, 0.34 means a 34% yield). The reactants are [CH3:1][C:2]([C:7]1[CH:12]=[CH:11][CH:10]=[CH:9][CH:8]=1)([CH3:6])[C:3](O)=[O:4].S(Cl)(Cl)=O.C(=O)([O-])[O-].[K+].[K+].Cl.[CH3:24][NH:25][O:26][CH3:27].Cl. The catalyst is C1(C)C=CC=CC=1.O.C(OC)(C)(C)C. The product is [CH3:27][O:26][N:25]([CH3:24])[C:3](=[O:4])[C:2]([CH3:6])([C:7]1[CH:12]=[CH:11][CH:10]=[CH:9][CH:8]=1)[CH3:1]. The yield is 0.950.